From a dataset of Peptide-MHC class I binding affinity with 185,985 pairs from IEDB/IMGT. Regression. Given a peptide amino acid sequence and an MHC pseudo amino acid sequence, predict their binding affinity value. This is MHC class I binding data. (1) The peptide sequence is YLEYEIENF. The MHC is HLA-A24:02 with pseudo-sequence HLA-A24:02. The binding affinity (normalized) is 0.0981. (2) The peptide sequence is NISIISIRPR. The MHC is HLA-A68:01 with pseudo-sequence HLA-A68:01. The binding affinity (normalized) is 0.849. (3) The peptide sequence is KYQQDRDTL. The MHC is H-2-Dd with pseudo-sequence H-2-Dd. The binding affinity (normalized) is 0. (4) The peptide sequence is HVLLPFYET. The MHC is HLA-A68:02 with pseudo-sequence HLA-A68:02. The binding affinity (normalized) is 0.369. (5) The peptide sequence is TFSFNGAFI. The MHC is HLA-A02:01 with pseudo-sequence HLA-A02:01. The binding affinity (normalized) is 0.193. (6) The MHC is HLA-B46:01 with pseudo-sequence HLA-B46:01. The binding affinity (normalized) is 0.0847. The peptide sequence is ETKKTMLAL. (7) The peptide sequence is RNMSRIFPY. The MHC is HLA-B27:03 with pseudo-sequence HLA-B27:03. The binding affinity (normalized) is 0.0847. (8) The MHC is HLA-A02:16 with pseudo-sequence HLA-A02:16. The binding affinity (normalized) is 0.0847. The peptide sequence is RPNRQLGSM.